From a dataset of Forward reaction prediction with 1.9M reactions from USPTO patents (1976-2016). Predict the product of the given reaction. (1) Given the reactants Cl.[CH3:2][O:3][C:4]1[CH:9]=[CH:8][C:7]([NH:10]N)=[C:6]([N+:12]([O-:14])=[O:13])[CH:5]=1.O.Cl.[NH:17]1[CH2:22][CH2:21][C:20](=O)[CH2:19][CH2:18]1, predict the reaction product. The product is: [CH3:2][O:3][C:4]1[CH:5]=[C:6]([N+:12]([O-:14])=[O:13])[C:7]2[NH:10][C:20]3[CH2:21][CH2:22][NH:17][CH2:18][C:19]=3[C:8]=2[CH:9]=1. (2) Given the reactants [NH:1]1[CH2:6][CH2:5][O:4][CH2:3][CH2:2]1.F[C:8]1[CH:9]=[CH:10][C:11]([N+:30]([O-:32])=[O:31])=[C:12]([C:14](=[C:20]2[CH:29]=[CH:28][C:27]3[C:22](=[CH:23][CH:24]=[CH:25][CH:26]=3)[NH:21]2)[C:15]([O:17][CH2:18][CH3:19])=[O:16])[CH:13]=1, predict the reaction product. The product is: [N:1]1([C:8]2[CH:9]=[CH:10][C:11]([N+:30]([O-:32])=[O:31])=[C:12]([C:14](=[C:20]3[CH:29]=[CH:28][C:27]4[C:22](=[CH:23][CH:24]=[CH:25][CH:26]=4)[NH:21]3)[C:15]([O:17][CH2:18][CH3:19])=[O:16])[CH:13]=2)[CH2:6][CH2:5][O:4][CH2:3][CH2:2]1. (3) The product is: [F:14][C:15]1[CH:16]=[C:17]2[C:21](=[CH:22][CH:23]=1)[NH:20][C:19]([C:24]([NH:1][C@H:2]1[CH2:6][CH2:5][NH:4][CH2:3]1)=[O:25])=[CH:18]2. Given the reactants [NH2:1][C@H:2]1[CH2:6][CH2:5][N:4](C(OC(C)(C)C)=O)[CH2:3]1.[F:14][C:15]1[CH:16]=[C:17]2[C:21](=[CH:22][CH:23]=1)[NH:20][C:19]([C:24](O)=[O:25])=[CH:18]2.N, predict the reaction product.